From a dataset of Forward reaction prediction with 1.9M reactions from USPTO patents (1976-2016). Predict the product of the given reaction. (1) Given the reactants S(=O)(=O)(O)[OH:2].[CH:6]([N:9]1[C:14](=[O:15])[CH:13]=[CH:12][C:11]([C:16]#[C:17][C:18]2[CH:23]=[CH:22][CH:21]=[CH:20][CH:19]=2)=[N:10]1)([CH3:8])[CH3:7], predict the reaction product. The product is: [CH:6]([N:9]1[C:14](=[O:15])[CH:13]=[CH:12][C:11]([CH2:16][C:17](=[O:2])[C:18]2[CH:19]=[CH:20][CH:21]=[CH:22][CH:23]=2)=[N:10]1)([CH3:8])[CH3:7]. (2) Given the reactants [CH3:1][C:2]1[CH:7]=[CH:6][C:5]([C:8]([CH3:10])=[O:9])=[CH:4][CH:3]=1.[CH2:11](O)[CH2:12][CH2:13][OH:14].CO.C1C(=O)N(Br)C(=O)C1, predict the reaction product. The product is: [CH3:10][C:8]1([C:5]2[CH:6]=[CH:7][C:2]([CH3:1])=[CH:3][CH:4]=2)[O:14][CH2:13][CH2:12][CH2:11][O:9]1.